From a dataset of Forward reaction prediction with 1.9M reactions from USPTO patents (1976-2016). Predict the product of the given reaction. Given the reactants [Br-].[CH3:2][O:3][C:4]([C:6]1[CH:31]=[CH:30][CH:29]=[CH:28][C:7]=1[CH2:8][P+](C1C=CC=CC=1)(C1C=CC=CC=1)C1C=CC=CC=1)=[O:5].[CH3:32][O:33][C:34]1[CH:41]=[CH:40][C:37]([CH:38]=O)=[CH:36][CH:35]=1.C1CN2C(=NCCC2)C1, predict the reaction product. The product is: [CH3:32][O:33][C:34]1[CH:41]=[CH:40][C:37]([CH:38]=[CH:8][C:7]2[CH:28]=[CH:29][CH:30]=[CH:31][C:6]=2[C:4]([O:3][CH3:2])=[O:5])=[CH:36][CH:35]=1.